Dataset: Catalyst prediction with 721,799 reactions and 888 catalyst types from USPTO. Task: Predict which catalyst facilitates the given reaction. (1) Reactant: [CH:1]1([C:4]2[C:5]([O:25][CH2:26][C:27]([F:30])([F:29])[F:28])=[CH:6][C:7]([C:10]([NH:12][CH:13]([C:21]([CH3:24])([CH3:23])[CH3:22])[C:14]([O:16]C(C)(C)C)=[O:15])=[O:11])=[N:8][CH:9]=2)[CH2:3][CH2:2]1.FC(F)(F)C(O)=O. Product: [CH:1]1([C:4]2[C:5]([O:25][CH2:26][C:27]([F:30])([F:28])[F:29])=[CH:6][C:7]([C:10]([NH:12][CH:13]([C:21]([CH3:24])([CH3:23])[CH3:22])[C:14]([OH:16])=[O:15])=[O:11])=[N:8][CH:9]=2)[CH2:3][CH2:2]1. The catalyst class is: 4. (2) Reactant: [NH2:1][C:2]1[CH:3]=[C:4]([CH:8]=[C:9]([Br:12])[C:10]=1[NH2:11])[C:5]([O-:7])=[O:6].[CH2:13](N(CC)CC)C.Cl[C:21](Cl)([O:23]C(=O)OC(Cl)(Cl)Cl)Cl. Product: [Br:12][C:9]1[C:10]2[NH:11][C:21](=[O:23])[NH:1][C:2]=2[CH:3]=[C:4]([C:5]([O:7][CH3:13])=[O:6])[CH:8]=1. The catalyst class is: 4. (3) Reactant: [OH:1][C:2]1[CH:3]=[C:4]([C:10]2[O:11][CH:12]=[C:13]([CH2:15][NH:16][C:17](=[O:25])[C:18]3[C:23]([CH3:24])=[CH:22][CH:21]=[CH:20][N:19]=3)[N:14]=2)[CH:5]=[CH:6][C:7]=1[O:8][CH3:9].N12CCCN=[C:32]1[CH2:31][CH2:30][CH2:29][CH2:28]C2.BrC1CCCC1.O. The catalyst class is: 8. Product: [CH:28]1([O:1][C:2]2[CH:3]=[C:4]([C:10]3[O:11][CH:12]=[C:13]([CH2:15][NH:16][C:17](=[O:25])[C:18]4[C:23]([CH3:24])=[CH:22][CH:21]=[CH:20][N:19]=4)[N:14]=3)[CH:5]=[CH:6][C:7]=2[O:8][CH3:9])[CH2:29][CH2:30][CH2:31][CH2:32]1. (4) Reactant: [N+:1]([C:4]1[CH:9]=[C:8]([C:10]([F:13])([F:12])[F:11])[CH:7]=[CH:6][C:5]=1[NH2:14])([O-])=O.O.O.[Sn](Cl)Cl. Product: [F:11][C:10]([F:12])([F:13])[C:8]1[CH:9]=[C:4]([NH2:1])[C:5]([NH2:14])=[CH:6][CH:7]=1. The catalyst class is: 8. (5) Reactant: [F:1][C:2]1[CH:7]=[CH:6][C:5](B(O)O)=[CH:4][CH:3]=1.C1(P(C2CCCCC2)C2C=CC=CC=2C2C(OC)=CC=CC=2OC)CCCCC1.C(=O)([O-])[O-].[Na+].[Na+].Br[C:47]1[CH:54]=[CH:53][C:50]([CH:51]=[O:52])=[C:49]([F:55])[C:48]=1[F:56]. Product: [F:56][C:48]1[C:49]([F:55])=[C:50]([CH:51]=[O:52])[CH:53]=[CH:54][C:47]=1[C:5]1[CH:6]=[CH:7][C:2]([F:1])=[CH:3][CH:4]=1. The catalyst class is: 720.